This data is from Catalyst prediction with 721,799 reactions and 888 catalyst types from USPTO. The task is: Predict which catalyst facilitates the given reaction. Product: [Cl:1][C:2]1[CH:3]=[CH:4][C:5]([C:6]([N:16]2[CH:17]3[CH2:20][CH2:21][N:13]([CH2:19][CH2:18]3)[CH2:14][CH2:15]2)=[O:8])=[CH:9][CH:10]=1. The catalyst class is: 9. Reactant: [Cl:1][C:2]1[CH:10]=[CH:9][C:5]([C:6]([OH:8])=O)=[CH:4][CH:3]=1.Cl.Cl.[N:13]12[CH2:21][CH2:20][CH:17]([CH2:18][CH2:19]1)[NH:16][CH2:15][CH2:14]2.O.ON1C2C=CC=CC=2N=N1.F[B-](F)(F)F.N1(OC(N(C)C)=[N+](C)C)C2C=CC=CC=2N=N1.C(N(C(C)C)CC)(C)C.[OH-].[Na+].